Dataset: Full USPTO retrosynthesis dataset with 1.9M reactions from patents (1976-2016). Task: Predict the reactants needed to synthesize the given product. (1) Given the product [NH2:19][C:13]1[CH:12]=[C:11]2[C:16]([C:17](=[O:18])[N:8]([C:5]3[CH:6]=[CH:7][C:2]([Cl:1])=[CH:3][CH:4]=3)[C:9]([CH:22]([CH3:24])[CH3:23])=[N:10]2)=[CH:15][CH:14]=1, predict the reactants needed to synthesize it. The reactants are: [Cl:1][C:2]1[CH:7]=[CH:6][C:5]([N:8]2[C:17](=[O:18])[C:16]3[C:11](=[CH:12][C:13]([N+:19]([O-])=O)=[CH:14][CH:15]=3)[N:10]=[C:9]2[CH:22]([CH3:24])[CH3:23])=[CH:4][CH:3]=1.Cl. (2) Given the product [F:16][C:15]1[CH:14]=[C:13]([C:17]([OH:20])([CH3:18])[CH3:19])[CH:12]=[C:11]([F:21])[C:10]=1[C:4]1[S:3][C:2]([NH:1][C:23]2[CH:24]=[CH:25][CH:26]=[C:27]([CH:29]([OH:34])[C:30]([F:33])([F:32])[F:31])[N:28]=2)=[C:6]([C:7]([NH2:9])=[O:8])[CH:5]=1, predict the reactants needed to synthesize it. The reactants are: [NH2:1][C:2]1[S:3][C:4]([C:10]2[C:15]([F:16])=[CH:14][C:13]([C:17]([OH:20])([CH3:19])[CH3:18])=[CH:12][C:11]=2[F:21])=[CH:5][C:6]=1[C:7]([NH2:9])=[O:8].Br[C:23]1[N:28]=[C:27]([CH:29]([OH:34])[C:30]([F:33])([F:32])[F:31])[CH:26]=[CH:25][CH:24]=1. (3) Given the product [O-:35][N+:6]1[C:7]2[CH:8]=[CH:9][CH:10]=[CH:11][C:12]=2[C:13]2[N:1]([CH2:14][CH2:15][O:16][CH2:17][CH2:18][NH:19][C:20](=[O:26])[O:21][C:22]([CH3:23])([CH3:25])[CH3:24])[CH:2]=[N:3][C:4]=2[CH:5]=1, predict the reactants needed to synthesize it. The reactants are: [N:1]1([CH2:14][CH2:15][O:16][CH2:17][CH2:18][NH:19][C:20](=[O:26])[O:21][C:22]([CH3:25])([CH3:24])[CH3:23])[C:13]2[C:12]3[CH:11]=[CH:10][CH:9]=[CH:8][C:7]=3[N:6]=[CH:5][C:4]=2[N:3]=[CH:2]1.C1C=C(Cl)C=C(C(OO)=[O:35])C=1.C([O-])(O)=O.[Na+]. (4) The reactants are: [Cl:1][C:2]1[CH:7]=[CH:6][C:5]([C:8]([F:13])([F:12])[C:9]([OH:11])=O)=[C:4]([O:14][CH2:15][CH3:16])[CH:3]=1.P(Cl)(Cl)(Cl)=O.Cl.[NH2:23][CH2:24][C:25]1[CH:26]=[C:27]2[C:31](=[CH:32][CH:33]=1)[C:30](=[O:34])[N:29]([CH:35]1[CH2:40][CH2:39][C:38](=[O:41])[NH:37][C:36]1=[O:42])[CH2:28]2.C(=O)(O)[O-].[Na+]. Given the product [Cl:1][C:2]1[CH:7]=[CH:6][C:5]([C:8]([F:13])([F:12])[C:9]([NH:23][CH2:24][C:25]2[CH:26]=[C:27]3[C:31](=[CH:32][CH:33]=2)[C:30](=[O:34])[N:29]([CH:35]2[CH2:40][CH2:39][C:38](=[O:41])[NH:37][C:36]2=[O:42])[CH2:28]3)=[O:11])=[C:4]([O:14][CH2:15][CH3:16])[CH:3]=1, predict the reactants needed to synthesize it. (5) Given the product [Cl-:1].[OH:13][C:9]1[CH:8]=[C:7]2[C:12]([C:3]([CH2:2][O:31][C:29](=[O:30])[CH:28]([NH3+:32])[CH3:27])=[CH:4][C:5](=[O:14])[O:6]2)=[CH:11][CH:10]=1, predict the reactants needed to synthesize it. The reactants are: [Cl:1][CH2:2][C:3]1[C:12]2[C:7](=[CH:8][C:9]([OH:13])=[CH:10][CH:11]=2)[O:6][C:5](=[O:14])[CH:4]=1.CC(OC([NH:32][C@H:28]([C:29]([OH:31])=[O:30])[CH2:27]SS[CH2:27][C@H:28]([NH:32]C(OC(C)(C)C)=O)[C:29]([OH:31])=[O:30])=O)(C)C.[F-].[K+].Cl.